Dataset: Reaction yield outcomes from USPTO patents with 853,638 reactions. Task: Predict the reaction yield, written as a fraction of the theoretical maximum amount of product (1.0 means a 100% yield; for example, 0.34 means a 34% yield). (1) The reactants are C([O:8][C:9]1[CH:17]=[C:16]([O:18]CC2C=CC=CC=2)[C:15]([CH:26]([CH3:28])[CH3:27])=[CH:14][C:10]=1[C:11](O)=O)C1C=CC=CC=1.C(Cl)(=O)C(Cl)=O.C[N:36]([CH:38]=[O:39])C.[CH3:40][O:41][C:42]1[CH:47]=[CH:46][C:45]([NH2:48])=[CH:44][C:43]=1[N:49]([CH3:53])[CH2:50][CH2:51][CH3:52].C([N:56](CC)CC)C. The catalyst is ClCCl.C1COCC1.O.C(OCC)(=O)C. The product is [OH:39][C:38]1[N:48]([C:45]2[CH:46]=[CH:47][C:42]([O:41][CH3:40])=[C:43]([N:49]([CH3:53])[CH2:50][CH2:51][CH3:52])[CH:44]=2)[C:11]([C:10]2[CH:14]=[C:15]([CH:26]([CH3:27])[CH3:28])[C:16]([OH:18])=[CH:17][C:9]=2[OH:8])=[N:56][N:36]=1. The yield is 0.930. (2) The reactants are [OH:1][CH2:2][C@H:3]1[O:7][C:6](=[O:8])[CH2:5][CH2:4]1.N1C=CN=C1.[Si:14](Cl)([C:27]([CH3:30])([CH3:29])[CH3:28])([C:21]1[CH:26]=[CH:25][CH:24]=[CH:23][CH:22]=1)[C:15]1[CH:20]=[CH:19][CH:18]=[CH:17][CH:16]=1. The catalyst is CN(C=O)C. The product is [Si:14]([CH:2]([OH:1])[C@H:3]1[O:7][C:6](=[O:8])[CH2:5][CH2:4]1)([C:27]([CH3:30])([CH3:29])[CH3:28])([C:21]1[CH:22]=[CH:23][CH:24]=[CH:25][CH:26]=1)[C:15]1[CH:20]=[CH:19][CH:18]=[CH:17][CH:16]=1. The yield is 0.970.